From a dataset of Forward reaction prediction with 1.9M reactions from USPTO patents (1976-2016). Predict the product of the given reaction. Given the reactants [C:1]([CH2:4][C@H:5]([CH2:10][CH:11]([CH3:13])[CH3:12])[CH2:6][C:7]([OH:9])=[O:8])(=[O:3])[NH2:2].[OH-].[Na+], predict the reaction product. The product is: [C:1]([CH2:4][CH:5]([CH2:10][CH:11]([CH3:13])[CH3:12])[CH2:6][C:7]([OH:9])=[O:8])(=[O:3])[NH2:2].